From a dataset of Drug-target binding data from BindingDB using IC50 measurements. Regression. Given a target protein amino acid sequence and a drug SMILES string, predict the binding affinity score between them. We predict pIC50 (pIC50 = -log10(IC50 in M); higher means more potent). Dataset: bindingdb_ic50. The drug is c1ccc2c(CCO[C@@H]3CCCC[C@H]3N3CCOCC3)cccc2c1. The target protein (P15387) has sequence MPAGMTKHGSRSTSSLPPEPMEIVRSKACSRRVRLNVGGLAHEVLWRTLDRLPRTRLGKLRDCNTHDSLLQVCDDYSLEDNEYFFDRHPGAFTSILNFYRTGRLHMMEEMCALSFSQELDYWGIDEIYLESCCQARYHQKKEQMNEELKREAETLREREGEEFDNTCCAEKRKKLWDLLEKPNSSVAAKILAIISIMFIVLSTIALSLNTLPELQSLDEFGQSTDNPQLAHVEAVCIAWFTMEYLLRFLSSPKKWKFFKGPLNAIDLLAILPYYVTIFLTESNKSVLQFQNVRRVVQIFRIMRILRILKLARHSTGLQSLGFTLRRSYNELGLLILFLAMGIMIFSSLVFFAEKDEDDTKFKSIPASFWWATITMTTVGYGDIYPKTLLGKIVGGLCCIAGVLVIALPIPIIVNNFSEFYKEQKRQEKAIKRREALERAKRNGSIVSMNMKDAFARSIEMMDIVVEKNGESIAKKDKVQDNHLSPNKWKWTKRALSETSS.... The pIC50 is 5.5.